From a dataset of Peptide-MHC class I binding affinity with 185,985 pairs from IEDB/IMGT. Regression. Given a peptide amino acid sequence and an MHC pseudo amino acid sequence, predict their binding affinity value. This is MHC class I binding data. (1) The peptide sequence is FSFGDYFKK. The MHC is BoLA-T2a with pseudo-sequence BoLA-T2a. The binding affinity (normalized) is 0.547. (2) The peptide sequence is TIAGGVCYY. The MHC is HLA-A33:01 with pseudo-sequence HLA-A33:01. The binding affinity (normalized) is 0. (3) The peptide sequence is RARQKGCTL. The MHC is HLA-B07:02 with pseudo-sequence HLA-B07:02. The binding affinity (normalized) is 0.503. (4) The peptide sequence is AEMEEALKG. The MHC is HLA-B44:03 with pseudo-sequence HLA-B44:03. The binding affinity (normalized) is 0.845. (5) The peptide sequence is NHENVELSL. The MHC is HLA-B38:01 with pseudo-sequence HLA-B38:01. The binding affinity (normalized) is 0.579.